Dataset: Catalyst prediction with 721,799 reactions and 888 catalyst types from USPTO. Task: Predict which catalyst facilitates the given reaction. (1) Reactant: [Cl:1][CH2:2][C:3]1[N:4]=[C:5]2[CH:13]=[CH:12][CH:11]=[CH:10][N:6]2[C:7](=[O:9])[CH:8]=1.[I:14]N1C(=O)CCC1=O. Product: [Cl:1][CH2:2][C:3]1[N:4]=[C:5]2[CH:13]=[CH:12][CH:11]=[CH:10][N:6]2[C:7](=[O:9])[C:8]=1[I:14]. The catalyst class is: 10. (2) Reactant: C[Si]([N-][Si](C)(C)C)(C)C.[Li+].F[C:12]1[C:13]([C:18]2[NH:27][C:26](=[O:28])[C:25]3[C:20](=[CH:21][C:22]([O:31][CH3:32])=[CH:23][C:24]=3[O:29][CH3:30])[N:19]=2)=[N:14][CH:15]=[CH:16][CH:17]=1.Cl.[NH2:34][C@@H:35]1[CH2:40][CH2:39][C@H:38]([C:41]([NH:43][CH:44]([CH3:46])[CH3:45])=[O:42])[CH2:37][CH2:36]1. Product: [CH3:30][O:29][C:24]1[CH:23]=[C:22]([O:31][CH3:32])[CH:21]=[C:20]2[C:25]=1[C:26](=[O:28])[NH:27][C:18]([C:13]1[C:12]([NH:34][C@@H:35]3[CH2:36][CH2:37][C@H:38]([C:41]([NH:43][CH:44]([CH3:46])[CH3:45])=[O:42])[CH2:39][CH2:40]3)=[CH:17][CH:16]=[CH:15][N:14]=1)=[N:19]2. The catalyst class is: 598.